Dataset: Reaction yield outcomes from USPTO patents with 853,638 reactions. Task: Predict the reaction yield, written as a fraction of the theoretical maximum amount of product (1.0 means a 100% yield; for example, 0.34 means a 34% yield). (1) The reactants are [Cl-].O[NH3+:3].[C:4](=[O:7])([O-])[OH:5].[Na+].CS(C)=O.[CH2:13]([C:17]1[N:18]=[C:19]([CH3:49])[N:20]([C:39]2[CH:44]=[CH:43][CH:42]=[C:41]([C:45]([OH:48])([CH3:47])[CH3:46])[CH:40]=2)[C:21](=[O:38])[C:22]=1[CH2:23][C:24]1[CH:29]=[CH:28][C:27]([C:30]2[C:31]([C:36]#[N:37])=[CH:32][CH:33]=[CH:34][CH:35]=2)=[CH:26][CH:25]=1)[CH2:14][CH2:15][CH3:16]. The product is [CH2:13]([C:17]1[N:18]=[C:19]([CH3:49])[N:20]([C:39]2[CH:44]=[CH:43][CH:42]=[C:41]([C:45]([OH:48])([CH3:47])[CH3:46])[CH:40]=2)[C:21](=[O:38])[C:22]=1[CH2:23][C:24]1[CH:25]=[CH:26][C:27]([C:30]2[CH:35]=[CH:34][CH:33]=[CH:32][C:31]=2[C:36]2[NH:3][C:4](=[O:7])[O:5][N:37]=2)=[CH:28][CH:29]=1)[CH2:14][CH2:15][CH3:16]. The yield is 0.540. The catalyst is O.C(OCC)(=O)C. (2) The reactants are [C:1]([O:5][C:6]([NH:8][C:9]1[S:13][CH:12]=[C:11]([C:14]([O:16][CH3:17])=[O:15])[C:10]=1[CH3:18])=[O:7])([CH3:4])([CH3:3])[CH3:2].[H-].[Na+].[CH2:21](I)[CH3:22]. The catalyst is CN(C=O)C.[NH4+].[Cl-].CCOC(C)=O. The product is [C:1]([O:5][C:6]([N:8]([CH2:21][CH3:22])[C:9]1[S:13][CH:12]=[C:11]([C:14]([O:16][CH3:17])=[O:15])[C:10]=1[CH3:18])=[O:7])([CH3:4])([CH3:3])[CH3:2]. The yield is 0.880.